Predict which catalyst facilitates the given reaction. From a dataset of Catalyst prediction with 721,799 reactions and 888 catalyst types from USPTO. (1) Reactant: [C:1]([CH2:3][CH2:4][CH2:5][NH:6][C:7]([C:9]1[C:13]([NH:14][C:15]([C:17]2[CH:22]=[CH:21][CH:20]=[CH:19][N:18]=2)=[O:16])=[CH:12][N:11](C2CCCCO2)[N:10]=1)=[O:8])#[N:2].O.C1(C)C=CC(S(O)(=O)=O)=CC=1.C(=O)([O-])O.[Na+]. Product: [C:1]([CH2:3][CH2:4][CH2:5][NH:6][C:7]([C:9]1[C:13]([NH:14][C:15]([C:17]2[CH:22]=[CH:21][CH:20]=[CH:19][N:18]=2)=[O:16])=[CH:12][NH:11][N:10]=1)=[O:8])#[N:2]. The catalyst class is: 8. (2) Reactant: Cl[C:2]([O:4][CH3:5])=[O:3].[C:6]([OH:14])(=[O:13])/[C:7](=[C:9](\[CH:11]=[O:12])/[Br:10])/[Br:8].C(N(C(C)C)CC)(C)C. Product: [CH3:5][O:4][C:2]([O:12][CH:11]1[O:14][C:6](=[O:13])[C:7]([Br:8])=[C:9]1[Br:10])=[O:3]. The catalyst class is: 4. (3) Reactant: C[O:2][CH2:3][C@@H:4]([O:6][C:7]1[CH:8]=[C:9]([CH:26]=[C:27]([C:29](=[O:37])[NH:30][C:31]2[CH:35]=[CH:34][N:33]([CH3:36])[N:32]=2)[CH:28]=1)[O:10][C:11]1[CH:12]=[CH:13][C:14]([C:17]2[N:21]=[C:20]([C:22]([NH:24][CH3:25])=[O:23])[O:19][N:18]=2)=[N:15][CH:16]=1)[CH3:5].I[Si](C)(C)C.C(=O)([O-])O.[Na+]. Product: [OH:2][CH2:3][C@@H:4]([O:6][C:7]1[CH:8]=[C:9]([CH:26]=[C:27]([C:29](=[O:37])[NH:30][C:31]2[CH:35]=[CH:34][N:33]([CH3:36])[N:32]=2)[CH:28]=1)[O:10][C:11]1[CH:12]=[CH:13][C:14]([C:17]2[N:21]=[C:20]([C:22]([NH:24][CH3:25])=[O:23])[O:19][N:18]=2)=[N:15][CH:16]=1)[CH3:5]. The catalyst class is: 10. (4) Reactant: [C:1]([O:5][C:6]([N:8]1[CH2:13][CH2:12][CH:11]([NH:14][CH2:15][C:16]2[CH:21]=[CH:20][CH:19]=[CH:18][CH:17]=2)[CH2:10][CH2:9]1)=[O:7])([CH3:4])([CH3:3])[CH3:2].[C:22](O)(=[O:25])[CH:23]=[CH2:24].Cl.CN(C)CCCN=C=NCC. Product: [C:1]([O:5][C:6]([N:8]1[CH2:13][CH2:12][CH:11]([N:14]([C:22](=[O:25])[CH:23]=[CH2:24])[CH2:15][C:16]2[CH:21]=[CH:20][CH:19]=[CH:18][CH:17]=2)[CH2:10][CH2:9]1)=[O:7])([CH3:4])([CH3:2])[CH3:3]. The catalyst class is: 112. (5) Reactant: O[CH:2]1[C:12]2[C:7](=[N:8][CH:9]=[C:10]([C:13]3[CH:18]=[CH:17][CH:16]=[CH:15][CH:14]=3)[CH:11]=2)[CH:6]=[CH:5][C:4]2[CH:19]=[CH:20][C:21]([NH:23][S:24]([CH3:27])(=[O:26])=[O:25])=[CH:22][C:3]1=2.O=S(Cl)Cl.[NH:32]1[CH2:36][CH2:35][CH2:34][CH2:33]1. Product: [C:13]1([C:10]2[CH:11]=[C:12]3[CH:2]([N:32]4[CH2:36][CH2:35][CH2:34][CH2:33]4)[C:3]4[CH:22]=[C:21]([NH:23][S:24]([CH3:27])(=[O:25])=[O:26])[CH:20]=[CH:19][C:4]=4[CH:5]=[CH:6][C:7]3=[N:8][CH:9]=2)[CH:14]=[CH:15][CH:16]=[CH:17][CH:18]=1. The catalyst class is: 2. (6) Product: [CH3:1][N:2]1[C:10]2[C:9]([O:11][CH:12]3[CH2:17][CH2:16][NH:15][CH2:14][CH2:13]3)=[N:8][CH:7]=[N:6][C:5]=2[C:4]([C:25]2[CH:30]=[CH:29][C:28]([S:31]([CH3:34])(=[O:33])=[O:32])=[CH:27][CH:26]=2)=[CH:3]1. The catalyst class is: 4. Reactant: [CH3:1][N:2]1[C:10]2[C:9]([O:11][CH:12]3[CH2:17][CH2:16][N:15](C(OC(C)(C)C)=O)[CH2:14][CH2:13]3)=[N:8][CH:7]=[N:6][C:5]=2[C:4]([C:25]2[CH:30]=[CH:29][C:28]([S:31]([CH3:34])(=[O:33])=[O:32])=[CH:27][CH:26]=2)=[CH:3]1.FC(F)(F)C(O)=O. (7) Reactant: [CH:1]1([C:4]2[CH:9]=[CH:8][C:7]([F:10])=[C:6]([N+:11]([O-])=O)[CH:5]=2)[CH2:3][CH2:2]1. Product: [CH:1]1([C:4]2[CH:9]=[CH:8][C:7]([F:10])=[C:6]([CH:5]=2)[NH2:11])[CH2:3][CH2:2]1. The catalyst class is: 180.